From a dataset of NCI-60 drug combinations with 297,098 pairs across 59 cell lines. Regression. Given two drug SMILES strings and cell line genomic features, predict the synergy score measuring deviation from expected non-interaction effect. (1) Drug 1: CC1C(C(CC(O1)OC2CC(OC(C2O)C)OC3=CC4=CC5=C(C(=O)C(C(C5)C(C(=O)C(C(C)O)O)OC)OC6CC(C(C(O6)C)O)OC7CC(C(C(O7)C)O)OC8CC(C(C(O8)C)O)(C)O)C(=C4C(=C3C)O)O)O)O. Drug 2: C1C(C(OC1N2C=NC3=C2NC=NCC3O)CO)O. Cell line: EKVX. Synergy scores: CSS=15.3, Synergy_ZIP=1.53, Synergy_Bliss=0.295, Synergy_Loewe=-14.4, Synergy_HSA=0.588. (2) Drug 1: CC1C(C(CC(O1)OC2CC(CC3=C2C(=C4C(=C3O)C(=O)C5=C(C4=O)C(=CC=C5)OC)O)(C(=O)C)O)N)O.Cl. Drug 2: CC1=C2C(C(=O)C3(C(CC4C(C3C(C(C2(C)C)(CC1OC(=O)C(C(C5=CC=CC=C5)NC(=O)C6=CC=CC=C6)O)O)OC(=O)C7=CC=CC=C7)(CO4)OC(=O)C)O)C)OC(=O)C. Cell line: NCI-H226. Synergy scores: CSS=26.4, Synergy_ZIP=-11.1, Synergy_Bliss=-9.75, Synergy_Loewe=-26.8, Synergy_HSA=-8.24. (3) Drug 1: CN1C(=O)N2C=NC(=C2N=N1)C(=O)N. Drug 2: C1=CC=C(C=C1)NC(=O)CCCCCCC(=O)NO. Cell line: NCI-H522. Synergy scores: CSS=-1.47, Synergy_ZIP=-1.85, Synergy_Bliss=-2.14, Synergy_Loewe=-27.0, Synergy_HSA=-8.22. (4) Drug 1: CC12CCC3C(C1CCC2=O)CC(=C)C4=CC(=O)C=CC34C. Drug 2: C1=CC(=CC=C1C#N)C(C2=CC=C(C=C2)C#N)N3C=NC=N3. Cell line: PC-3. Synergy scores: CSS=49.0, Synergy_ZIP=1.81, Synergy_Bliss=0.542, Synergy_Loewe=0.211, Synergy_HSA=0.216. (5) Drug 1: C1=C(C(=O)NC(=O)N1)N(CCCl)CCCl. Drug 2: C(CCl)NC(=O)N(CCCl)N=O. Cell line: OVCAR-5. Synergy scores: CSS=4.31, Synergy_ZIP=-5.41, Synergy_Bliss=0.447, Synergy_Loewe=-10.2, Synergy_HSA=-1.31.